This data is from Full USPTO retrosynthesis dataset with 1.9M reactions from patents (1976-2016). The task is: Predict the reactants needed to synthesize the given product. (1) Given the product [CH2:1]([O:3][C:4](=[O:19])[CH:5]([Cl:23])[C:6](=[O:18])[CH2:7][CH2:8][CH2:9][O:10][CH2:11][C:12]1[CH:17]=[CH:16][CH:15]=[CH:14][CH:13]=1)[CH3:2], predict the reactants needed to synthesize it. The reactants are: [CH2:1]([O:3][C:4](=[O:19])[CH2:5][C:6](=[O:18])[CH2:7][CH2:8][CH2:9][O:10][CH2:11][C:12]1[CH:17]=[CH:16][CH:15]=[CH:14][CH:13]=1)[CH3:2].S(Cl)([Cl:23])(=O)=O. (2) Given the product [Br:32][C:29]1[CH:30]=[CH:31][C:26]([CH2:19][C@@H:18]([C:21]([O:23][CH3:24])=[O:22])[NH:17][C:15]([O:14][C:10]([CH3:13])([CH3:12])[CH3:11])=[O:16])=[N:27][CH:28]=1, predict the reactants needed to synthesize it. The reactants are: BrCCBr.C[Si](Cl)(C)C.[C:10]([O:14][C:15]([NH:17][C@H:18]([C:21]([O:23][CH3:24])=[O:22])[CH2:19]I)=[O:16])([CH3:13])([CH3:12])[CH3:11].Br[C:26]1[CH:31]=[CH:30][C:29]([Br:32])=[CH:28][N:27]=1. (3) Given the product [Cl:10][C:9]1[C:8]([N:11]2[CH2:12][CH:13]([N:15]3[CH2:16][CH2:17][N:18]([CH3:21])[CH2:19][CH2:20]3)[CH2:14]2)=[CH:7][C:4]([C:5]#[N:6])=[CH:3][C:2]=1[NH:1][C:27]1[N:26]=[C:25]([NH:24][CH2:22][CH3:23])[C:30]2=[N:31][CH:32]=[C:33]([C:34]#[N:35])[N:29]2[N:28]=1, predict the reactants needed to synthesize it. The reactants are: [NH2:1][C:2]1[CH:3]=[C:4]([CH:7]=[C:8]([N:11]2[CH2:14][CH:13]([N:15]3[CH2:20][CH2:19][N:18]([CH3:21])[CH2:17][CH2:16]3)[CH2:12]2)[C:9]=1[Cl:10])[C:5]#[N:6].[CH2:22]([N:24](CC1C=CC(OC)=CC=1)[C:25]1[C:30]2=[N:31][CH:32]=[C:33]([C:34]#[N:35])[N:29]2[N:28]=[C:27](S(C)(=O)=O)[N:26]=1)[CH3:23].C([O-])([O-])=O.[Cs+].[Cs+]. (4) Given the product [NH2:2][C@H:3]([CH2:23][C:24]1[CH:29]=[C:28]([F:30])[C:27]([F:31])=[CH:26][C:25]=1[F:32])[CH2:4][C:5]([N:7]1[CH2:12][CH2:11][N:10]2[C:13]([C:19]([F:22])([F:20])[F:21])=[N:14][C:15]([C:16]([OH:18])=[O:17])=[C:9]2[CH2:8]1)=[O:6], predict the reactants needed to synthesize it. The reactants are: Cl.[NH2:2][C@H:3]([CH2:23][C:24]1[CH:29]=[C:28]([F:30])[C:27]([F:31])=[CH:26][C:25]=1[F:32])[CH2:4][C:5]([N:7]1[CH2:12][CH2:11][N:10]2[C:13]([C:19]([F:22])([F:21])[F:20])=[N:14][C:15]([C:16]([OH:18])=[O:17])=[C:9]2[CH2:8]1)=[O:6].[OH-].[Na+].